This data is from Full USPTO retrosynthesis dataset with 1.9M reactions from patents (1976-2016). The task is: Predict the reactants needed to synthesize the given product. (1) Given the product [Cl:2][C:3]1[CH:4]=[C:5]([C@@H:9]([OH:34])[CH2:10][NH:11][CH2:12][CH2:13][C:14]2[CH:15]=[CH:16][C:17]([S:20]([C:23]3[CH:24]=[CH:25][C:26]([C:27]([O-:29])=[O:28])=[CH:32][CH:33]=3)(=[O:21])=[O:22])=[CH:18][CH:19]=2)[CH:6]=[CH:7][CH:8]=1.[Na+:36], predict the reactants needed to synthesize it. The reactants are: Cl.[Cl:2][C:3]1[CH:4]=[C:5]([C@@H:9]([OH:34])[CH2:10][NH:11][CH2:12][CH2:13][C:14]2[CH:19]=[CH:18][C:17]([S:20]([C:23]3[CH:33]=[CH:32][C:26]([C:27]([O:29]CC)=[O:28])=[CH:25][CH:24]=3)(=[O:22])=[O:21])=[CH:16][CH:15]=2)[CH:6]=[CH:7][CH:8]=1.[OH-].[Na+:36]. (2) Given the product [CH3:27][O:1][C@H:2]1[C@H:7]([NH:8][C:9](=[O:15])[O:10][C:11]([CH3:12])([CH3:13])[CH3:14])[CH:6]=[C:5]([C:16]2[CH:21]=[CH:20][N:19]=[CH:18][C:17]=2[N+:22]([O-:24])=[O:23])[CH2:4][C@@H:3]1[CH3:25], predict the reactants needed to synthesize it. The reactants are: [OH:1][C@H:2]1[C@H:7]([NH:8][C:9](=[O:15])[O:10][C:11]([CH3:14])([CH3:13])[CH3:12])[CH:6]=[C:5]([C:16]2[CH:21]=[CH:20][N:19]=[CH:18][C:17]=2[N+:22]([O-:24])=[O:23])[CH2:4][C@@H:3]1[CH3:25].I[CH3:27]. (3) Given the product [NH2:31][C:12]1[C:13]([NH:17][CH:18]2[CH2:23][CH2:22][N:21]([C:24]([O:26][C:27]([CH3:30])([CH3:29])[CH3:28])=[O:25])[CH2:20][CH2:19]2)=[N:14][CH:15]=[CH:16][C:11]=1[C:2]1[CH:3]=[CH:4][C:5]2[C:10](=[CH:9][CH:8]=[CH:7][CH:6]=2)[CH:1]=1, predict the reactants needed to synthesize it. The reactants are: [CH:1]1[C:10]2[C:5](=[CH:6][CH:7]=[CH:8][CH:9]=2)[CH:4]=[CH:3][C:2]=1[C:11]1[CH:16]=[CH:15][N:14]=[C:13]([NH:17][CH:18]2[CH2:23][CH2:22][N:21]([C:24]([O:26][C:27]([CH3:30])([CH3:29])[CH3:28])=[O:25])[CH2:20][CH2:19]2)[C:12]=1[N+:31]([O-])=O. (4) Given the product [CH2:1]([O:7][C:8]1[CH:17]=[CH:16][CH:15]=[CH:14][C:9]=1[O:10][CH2:11][CH2:12][NH:13][C:19]1[C:28]2[C:23](=[CH:24][CH:25]=[CH:26][CH:27]=2)[N:22]=[CH:21][N:20]=1)[CH2:2][CH2:3][CH2:4][CH2:5][CH3:6], predict the reactants needed to synthesize it. The reactants are: [CH2:1]([O:7][C:8]1[CH:17]=[CH:16][CH:15]=[CH:14][C:9]=1[O:10][CH2:11][CH2:12][NH2:13])[CH2:2][CH2:3][CH2:4][CH2:5][CH3:6].Cl[C:19]1[C:28]2[C:23](=[CH:24][CH:25]=[CH:26][CH:27]=2)[N:22]=[CH:21][N:20]=1. (5) The reactants are: [CH2:1]([O:8][C:9]([N:11]1[CH2:16][CH2:15][N:14]([C:17]2[CH:22]=[CH:21][CH:20]=[C:19]([C:23]3[CH:24]=[N:25][NH:26][C:27]=3[NH2:28])[CH:18]=2)[CH2:13][CH2:12]1)=[O:10])[C:2]1[CH:7]=[CH:6][CH:5]=[CH:4][CH:3]=1.[CH2:29]([O:33][C:34](=[O:49])[NH:35][C:36]1[CH:41]=[CH:40][C:39](/[C:42](/[C:47]#N)=[CH:43]/[N:44](C)C)=[CH:38][CH:37]=1)[CH:30]([CH3:32])[CH3:31].C(=O)([O-])[O-].[Na+].[Na+]. Given the product [CH2:1]([O:8][C:9]([N:11]1[CH2:16][CH2:15][N:14]([C:17]2[CH:22]=[CH:21][CH:20]=[C:19]([C:23]3[CH:24]=[N:25][N:26]4[C:43]([NH2:44])=[C:42]([C:39]5[CH:40]=[CH:41][C:36]([NH:35][C:34]([O:33][CH2:29][CH:30]([CH3:32])[CH3:31])=[O:49])=[CH:37][CH:38]=5)[CH:47]=[N:28][C:27]=34)[CH:18]=2)[CH2:13][CH2:12]1)=[O:10])[C:2]1[CH:7]=[CH:6][CH:5]=[CH:4][CH:3]=1, predict the reactants needed to synthesize it. (6) Given the product [OH:1][C@:2]([C:20]1[CH:25]=[CH:24][CH:23]=[C:22]([OH:26])[CH:21]=1)([C:14]1[CH:15]=[CH:16][CH:17]=[CH:18][CH:19]=1)[C:3]([OH:5])=[O:4], predict the reactants needed to synthesize it. The reactants are: [OH:1][C@@:2]([C:20]1[CH:25]=[CH:24][CH:23]=[C:22]([OH:26])[CH:21]=1)([C:14]1[CH:19]=[CH:18][CH:17]=[CH:16][CH:15]=1)[C:3]([O:5][C@H]1C2CCN(CC2)C1)=[O:4].[OH-].[Na+].